From a dataset of Reaction yield outcomes from USPTO patents with 853,638 reactions. Predict the reaction yield, written as a fraction of the theoretical maximum amount of product (1.0 means a 100% yield; for example, 0.34 means a 34% yield). (1) The reactants are [OH:1][C:2]1[CH:3]=[C:4]2[C:9](=[CH:10][CH:11]=1)[N:8]=[C:7]([C:12]([N:14]1[CH2:19][CH2:18][N:17]([C:20]([O:22][C:23]([CH3:26])([CH3:25])[CH3:24])=[O:21])[CH2:16][CH2:15]1)=[O:13])[CH:6]=[CH:5]2.F[C:28]1[CH:33]=[CH:32][C:31]([C:34](=[O:36])[CH3:35])=[CH:30][CH:29]=1.C([O-])([O-])=O.[K+].[K+]. The catalyst is CN(C)C=O.[Cl-].[Na+].O. The product is [C:34]([C:31]1[CH:32]=[CH:33][C:28]([O:1][C:2]2[CH:3]=[C:4]3[C:9](=[CH:10][CH:11]=2)[N:8]=[C:7]([C:12]([N:14]2[CH2:15][CH2:16][N:17]([C:20]([O:22][C:23]([CH3:26])([CH3:25])[CH3:24])=[O:21])[CH2:18][CH2:19]2)=[O:13])[CH:6]=[CH:5]3)=[CH:29][CH:30]=1)(=[O:36])[CH3:35]. The yield is 0.700. (2) The reactants are [CH:1]1([C:7]([C:9]2S[C:12]3=[N:13][CH:14]=[CH:15][CH:16]=[C:11]3[C:10]=2[CH3:18])=O)[CH2:6][CH2:5][CH2:4][CH2:3][CH2:2]1.[NH2:19][C:20]1[CH:29]=[CH:28][C:23]([C:24]([O:26][CH3:27])=[O:25])=[CH:22][CH:21]=1.C(=O)([O-])[OH:31].[Na+].C([BH3-])#N.[Na+]. The catalyst is O1CCCC1.[Ti](Cl)(Cl)(Cl)Cl.C(O)(=O)C.C(Cl)Cl.C(N(CC)CC)C. The product is [CH:1]1([CH:7]([NH:19][C:20]2[CH:21]=[CH:22][C:23]([C:24]([O:26][CH3:27])=[O:25])=[CH:28][CH:29]=2)[C:9]2[O:31][C:12]3=[N:13][CH:14]=[CH:15][CH:16]=[C:11]3[C:10]=2[CH3:18])[CH2:6][CH2:5][CH2:4][CH2:3][CH2:2]1. The yield is 0.640. (3) The product is [NH2:1][C:2]1[C:11]2[CH:10]=[CH:9][CH:8]=[C:7]([C:24]3[CH:23]=[CH:22][C:21]([O:20][CH3:19])=[C:26]([O:27][CH3:28])[CH:25]=3)[C:6]=2[N:5]=[C:4]2[CH2:13][N:14]([CH2:17][CH3:18])[C:15](=[O:16])[C:3]=12. The reactants are [NH2:1][C:2]1[C:11]2[CH:10]=[CH:9][CH:8]=[C:7](Br)[C:6]=2[N:5]=[C:4]2[CH2:13][N:14]([CH2:17][CH3:18])[C:15](=[O:16])[C:3]=12.[CH3:19][O:20][C:21]1[CH:22]=[C:23](B(O)O)[CH:24]=[CH:25][C:26]=1[O:27][CH3:28]. No catalyst specified. The yield is 0.535. (4) The product is [F:22][C:23]([F:36])([F:35])[S:24]([O:14][C:5]1[C:4]([C:1](=[O:3])[CH3:2])=[CH:11][C:10]([Cl:12])=[C:9]([CH3:13])[C:6]=1[C:7]#[N:8])(=[O:26])=[O:25]. The reactants are [C:1]([C:4]1[C:5]([OH:14])=[C:6]([C:9]([CH3:13])=[C:10]([Cl:12])[CH:11]=1)[C:7]#[N:8])(=[O:3])[CH3:2].C(N(CC)CC)C.[F:22][C:23]([F:36])([F:35])[S:24](O[S:24]([C:23]([F:36])([F:35])[F:22])(=[O:26])=[O:25])(=[O:26])=[O:25]. The catalyst is C(Cl)Cl. The yield is 0.420.